Predict the product of the given reaction. From a dataset of Forward reaction prediction with 1.9M reactions from USPTO patents (1976-2016). (1) Given the reactants Br[C:2]1[CH:3]=[C:4]2[C:9](=[CH:10][CH:11]=1)[N:8]([C:12]1[CH:17]=[CH:16][C:15]([F:18])=[CH:14][CH:13]=1)[CH:7]=[C:6]([C:19]([NH2:21])=[O:20])[C:5]2=[O:22].[CH2:23](N(CC)CC)[CH3:24].C(Cl)Cl.C([B-](F)(F)F)=C.[K+], predict the reaction product. The product is: [F:18][C:15]1[CH:16]=[CH:17][C:12]([N:8]2[C:9]3[C:4](=[CH:3][C:2]([CH:23]=[CH2:24])=[CH:11][CH:10]=3)[C:5](=[O:22])[C:6]([C:19]([NH2:21])=[O:20])=[CH:7]2)=[CH:13][CH:14]=1. (2) Given the reactants [Br:1][C:2]1[N:3]=[C:4]([C:15]2[CH:20]=[CH:19][C:18]([F:21])=[CH:17][CH:16]=2)[N:5](COCC[Si](C)(C)C)[CH:6]=1.Cl.O, predict the reaction product. The product is: [Br:1][C:2]1[N:3]=[C:4]([C:15]2[CH:16]=[CH:17][C:18]([F:21])=[CH:19][CH:20]=2)[NH:5][CH:6]=1. (3) Given the reactants NC[C:3]1[CH:8]=[CH:7][C:6]([O:9][CH:10]2[CH2:16][CH2:15][CH2:14][CH2:13][CH2:12][CH2:11]2)=[CH:5][N:4]=1.C(OC(NCC1C=CC(OC2CCCCCC2)=CN=1)=O)(C)(C)C.[ClH:40], predict the reaction product. The product is: [Cl:40][C:3]1[N:4]=[CH:5][C:6]([O:9][CH:10]2[CH2:16][CH2:15][CH2:14][CH2:13][CH2:12][CH2:11]2)=[CH:7][CH:8]=1. (4) The product is: [Cl:1][C:2]1[N:7]=[C:6]([NH:17][C@H:15]([C:9]2[CH:14]=[CH:13][CH:12]=[CH:11][CH:10]=2)[CH3:16])[CH:5]=[CH:4][N:3]=1. Given the reactants [Cl:1][C:2]1[N:7]=[C:6](Cl)[CH:5]=[CH:4][N:3]=1.[C:9]1([C@@H:15]([NH2:17])[CH3:16])[CH:14]=[CH:13][CH:12]=[CH:11][CH:10]=1.C(N(C(C)C)CC)(C)C, predict the reaction product. (5) Given the reactants C(O[C:4](=[O:9])[C:5]([F:8])([F:7])[F:6])C.[NH2:10][CH2:11][CH2:12][NH:13][CH2:14][CH2:15][NH2:16], predict the reaction product. The product is: [NH:13]([CH2:14][CH2:15][NH:16][C:4](=[O:9])[C:5]([F:6])([F:7])[F:8])[CH2:12][CH2:11][NH:10][C:4](=[O:9])[C:5]([F:8])([F:7])[F:6]. (6) The product is: [Br:1][C:2]1[CH:10]=[CH:9][CH:8]=[C:7]2[C:3]=1[C:4](=[O:6])[N:20]([CH2:19][C:18]1[CH:21]=[CH:22][CH:23]=[CH:24][C:17]=1[Cl:16])[C:12]([CH2:13][Cl:14])=[N:11]2. Given the reactants [Br:1][C:2]1[CH:10]=[CH:9][CH:8]=[C:7]([NH:11][C:12](=O)[CH2:13][Cl:14])[C:3]=1[C:4]([OH:6])=O.[Cl:16][C:17]1[CH:24]=[CH:23][CH:22]=[CH:21][C:18]=1[CH2:19][NH2:20].C(N(CC)CC)C.P(Cl)(Cl)Cl, predict the reaction product. (7) Given the reactants [Cl:1][C:2]1[CH:3]=[C:4]([C:9]2[CH:14]=[C:13]([C:15]([F:18])([F:17])[F:16])[N:12]3[N:19]=[CH:20][C:21]([C:22]([OH:24])=O)=[C:11]3[N:10]=2)[CH:5]=[CH:6][C:7]=1[Cl:8].[OH:25][CH2:26][C:27]([NH:30][S:31]([C:34]1[S:38][C:37]([NH2:39])=[N:36][C:35]=1[CH3:40])(=[O:33])=[O:32])([CH3:29])[CH3:28], predict the reaction product. The product is: [OH:25][CH2:26][C:27]([NH:30][S:31]([C:34]1[S:38][C:37]([NH:39][C:22]([C:21]2[CH:20]=[N:19][N:12]3[C:13]([C:15]([F:17])([F:18])[F:16])=[CH:14][C:9]([C:4]4[CH:5]=[CH:6][C:7]([Cl:8])=[C:2]([Cl:1])[CH:3]=4)=[N:10][C:11]=23)=[O:24])=[N:36][C:35]=1[CH3:40])(=[O:33])=[O:32])([CH3:29])[CH3:28].